Dataset: Catalyst prediction with 721,799 reactions and 888 catalyst types from USPTO. Task: Predict which catalyst facilitates the given reaction. (1) Reactant: [Cl:1][C:2]1[CH:7]=[CH:6][C:5]([S:8]([N:11]([C:15]2[C:16]([CH:22]3[C:30]4[C:25](=[CH:26][CH:27]=[CH:28][C:29]=4[Cl:31])[C:24](=[O:32])[O:23]3)=[N:17][CH:18]=[C:19]([Cl:21])[CH:20]=2)COC)(=[O:10])=[O:9])=[CH:4][C:3]=1[C:33]([F:36])([F:35])[F:34].O. Product: [Cl:1][C:2]1[CH:7]=[CH:6][C:5]([S:8]([NH:11][C:15]2[C:16]([CH:22]3[C:30]4[C:25](=[CH:26][CH:27]=[CH:28][C:29]=4[Cl:31])[C:24](=[O:32])[O:23]3)=[N:17][CH:18]=[C:19]([Cl:21])[CH:20]=2)(=[O:9])=[O:10])=[CH:4][C:3]=1[C:33]([F:36])([F:35])[F:34]. The catalyst class is: 89. (2) Reactant: [CH2:1]([O:8][C:9]1[C:10]([C:28](O)=[O:29])=[N:11][C:12]([CH2:16][C:17]2([C:22]3[CH:27]=[CH:26][CH:25]=[CH:24][CH:23]=3)[CH2:21][CH2:20][CH2:19][CH2:18]2)=[N:13][C:14]=1[OH:15])[C:2]1[CH:7]=[CH:6][CH:5]=[CH:4][CH:3]=1.[Si:31]([O:38][CH2:39][CH2:40][NH:41][CH:42]1[CH2:45][O:44][CH2:43]1)([C:34]([CH3:37])([CH3:36])[CH3:35])([CH3:33])[CH3:32].C(N(CC)C(C)C)(C)C.CN(C(ON1N=NC2C=CC=NC1=2)=[N+](C)C)C.F[P-](F)(F)(F)(F)F. Product: [Si:31]([O:38][CH2:39][CH2:40][N:41]([CH:42]1[CH2:45][O:44][CH2:43]1)[C:28]([C:10]1[C:9]([O:8][CH2:1][C:2]2[CH:7]=[CH:6][CH:5]=[CH:4][CH:3]=2)=[C:14]([OH:15])[N:13]=[C:12]([CH2:16][C:17]2([C:22]3[CH:27]=[CH:26][CH:25]=[CH:24][CH:23]=3)[CH2:18][CH2:19][CH2:20][CH2:21]2)[N:11]=1)=[O:29])([C:34]([CH3:37])([CH3:36])[CH3:35])([CH3:33])[CH3:32]. The catalyst class is: 35. (3) Reactant: O=P12OP3(OP(OP(O3)(O1)=O)(=O)O2)=O.[F:15][C:16]([F:32])([F:31])[C:17]1[CH:22]=[CH:21][C:20]([NH:23][C@H:24]([CH2:29][CH3:30])[CH2:25][C:26]([OH:28])=O)=[CH:19][CH:18]=1.O. Product: [CH2:29]([C@@H:24]1[CH2:25][C:26](=[O:28])[C:19]2[C:20](=[CH:21][CH:22]=[C:17]([C:16]([F:15])([F:32])[F:31])[CH:18]=2)[NH:23]1)[CH3:30]. The catalyst class is: 501.